This data is from NCI-60 drug combinations with 297,098 pairs across 59 cell lines. The task is: Regression. Given two drug SMILES strings and cell line genomic features, predict the synergy score measuring deviation from expected non-interaction effect. (1) Drug 1: CC1C(C(=O)NC(C(=O)N2CCCC2C(=O)N(CC(=O)N(C(C(=O)O1)C(C)C)C)C)C(C)C)NC(=O)C3=C4C(=C(C=C3)C)OC5=C(C(=O)C(=C(C5=N4)C(=O)NC6C(OC(=O)C(N(C(=O)CN(C(=O)C7CCCN7C(=O)C(NC6=O)C(C)C)C)C)C(C)C)C)N)C. Drug 2: CN1C(=O)N2C=NC(=C2N=N1)C(=O)N. Cell line: MDA-MB-231. Synergy scores: CSS=7.36, Synergy_ZIP=-0.286, Synergy_Bliss=6.38, Synergy_Loewe=-0.128, Synergy_HSA=0.611. (2) Drug 1: CCCCCOC(=O)NC1=NC(=O)N(C=C1F)C2C(C(C(O2)C)O)O. Drug 2: CC1=C2C(C(=O)C3(C(CC4C(C3C(C(C2(C)C)(CC1OC(=O)C(C(C5=CC=CC=C5)NC(=O)C6=CC=CC=C6)O)O)OC(=O)C7=CC=CC=C7)(CO4)OC(=O)C)O)C)OC(=O)C. Cell line: 786-0. Synergy scores: CSS=4.66, Synergy_ZIP=1.38, Synergy_Bliss=3.02, Synergy_Loewe=-3.22, Synergy_HSA=2.50.